Predict the product of the given reaction. From a dataset of Forward reaction prediction with 1.9M reactions from USPTO patents (1976-2016). (1) Given the reactants [F:1][C:2]([F:14])([O:6][C:7]1[CH:8]=[C:9]([CH3:13])[CH:10]=[CH:11][CH:12]=1)[CH:3]([F:5])[F:4].[Br:15]N1C(=O)CCC1=O.N(C(C)(C)C#N)=NC(C)(C)C#N, predict the reaction product. The product is: [F:1][C:2]([F:14])([O:6][C:7]1[CH:8]=[C:9]([CH2:13][Br:15])[CH:10]=[CH:11][CH:12]=1)[CH:3]([F:4])[F:5]. (2) Given the reactants FC(F)(F)S(O[C:7]1[CH:12]=[CH:11][CH:10]=[C:9]([CH2:13][CH2:14][CH2:15][CH3:16])[N:8]=1)(=O)=O.[Cl-].[Li+].[Br-].[CH3:22][C:23]1[N:28]=[C:27]([Zn+])[CH:26]=[CH:25][CH:24]=1, predict the reaction product. The product is: [CH2:13]([C:9]1[N:8]=[C:7]([C:27]2[CH:26]=[CH:25][CH:24]=[C:23]([CH3:22])[N:28]=2)[CH:12]=[CH:11][CH:10]=1)[CH2:14][CH2:15][CH3:16]. (3) Given the reactants [C:1]([O:5][C:6]([NH:8][C@@H:9]([CH2:14][C:15]1[CH:20]=[CH:19][C:18]([OH:21])=[CH:17][CH:16]=1)[C:10]([O:12][CH3:13])=[O:11])=[O:7])([CH3:4])([CH3:3])[CH3:2].[C:22](=O)([O-])[O-:23].[K+].[K+].I[CH2:29][CH2:30][CH2:31][CH3:32].CN([CH:36]=[O:37])C, predict the reaction product. The product is: [CH3:22][O:23][CH2:31][CH2:32][C:36](=[O:37])[C:6]([O:5][C:1]([CH3:2])([CH3:4])[CH3:3])=[O:7].[C:1]([O:5][C:6]([NH:8][C@@H:9]([CH2:14][C:15]1[CH:20]=[CH:19][C:18]([O:21][CH2:29][CH2:30][CH2:31][CH3:32])=[CH:17][CH:16]=1)[C:10]([O:12][CH3:13])=[O:11])=[O:7])([CH3:4])([CH3:2])[CH3:3]. (4) Given the reactants [Cl:1][C:2]1[CH:3]=[C:4]2[C:9](=[CH:10][CH:11]=1)[O:8][CH2:7][C:6]([C:12]([OH:14])=O)=[CH:5]2.F[P-](F)(F)(F)(F)F.[CH3:22][N+:23](C)=C(N(C)C)ON1C2N=CC=CC=2N=N1.CCN(C(C)C)C(C)C.Cl.Cl.[N:50]1[C:59]2[C:54](=[CH:55][CH:56]=[CH:57][CH:58]=2)[C:53](NC)=[CH:52][CH:51]=1.C([O-])(O)=O.[Na+], predict the reaction product. The product is: [N:50]1[C:59]2[C:54](=[CH:55][CH:56]=[CH:57][CH:58]=2)[C:53]([CH2:22][NH:23][C:12]([C:6]2[CH2:7][O:8][C:9]3[C:4]([CH:5]=2)=[CH:3][C:2]([Cl:1])=[CH:11][CH:10]=3)=[O:14])=[CH:52][CH:51]=1. (5) Given the reactants [CH3:1][O:2][C:3]([C:5]1[S:6][CH:7]=[CH:8][C:9]=1[NH2:10])=[O:4].[C:11]([N:19]=[C:20]=[S:21])(=[O:18])[C:12]1[CH:17]=[CH:16][CH:15]=[CH:14][CH:13]=1, predict the reaction product. The product is: [C:12]1([C:11]([NH:19][C:20](=[S:21])[NH:10][C:9]2[CH:8]=[CH:7][S:6][C:5]=2[C:3]([O:2][CH3:1])=[O:4])=[O:18])[CH:17]=[CH:16][CH:15]=[CH:14][CH:13]=1. (6) Given the reactants [NH2:1][C@:2]1([C:14]([OH:16])=[O:15])[CH2:6][CH2:5][C@H:4]([C:7]2[CH:12]=[CH:11][C:10]([Br:13])=[CH:9][CH:8]=2)[CH2:3]1.S(Cl)(Cl)=O.[CH3:21]O, predict the reaction product. The product is: [CH3:21][O:15][C:14]([C@@:2]1([NH2:1])[CH2:6][CH2:5][C@H:4]([C:7]2[CH:12]=[CH:11][C:10]([Br:13])=[CH:9][CH:8]=2)[CH2:3]1)=[O:16]. (7) Given the reactants [CH3:1][O:2][C:3](=[O:8])[CH:4](Cl)[CH:5]=O.[NH2:9][C:10]([NH2:12])=[S:11].C, predict the reaction product. The product is: [CH3:1][O:2][C:3]([C:4]1[S:11][C:10]([NH2:12])=[N:9][CH:5]=1)=[O:8].